This data is from Catalyst prediction with 721,799 reactions and 888 catalyst types from USPTO. The task is: Predict which catalyst facilitates the given reaction. (1) Reactant: ClCCC[N:5]1[C:9]2[CH:10]=[C:11]([O:14][CH3:15])[CH:12]=[CH:13][C:8]=2[N:7]=[N:6]1.[S:16]1[C:20]2[CH:21]=[CH:22][CH:23]=[CH:24][C:19]=2[C:18]([CH:25]2[CH2:30][CH2:29][NH:28][CH2:27][CH2:26]2)=[N:17]1.[CH:31](N(C(C)C)CC)([CH3:33])[CH3:32].[I-].[K+]. Product: [O:14]([C:11]1[CH:12]=[C:13]([CH2:32][CH2:31][CH2:33][N:28]2[CH2:29][CH2:30][CH:25]([C:18]3[C:19]4[CH:24]=[CH:23][CH:22]=[CH:21][C:20]=4[S:16][N:17]=3)[CH2:26][CH2:27]2)[C:8]2[N:7]=[N:6][NH:5][C:9]=2[CH:10]=1)[CH3:15]. The catalyst class is: 10. (2) Reactant: [CH:1]1[CH:2]=[CH:3][N:4]2[CH2:10][C:9]3[CH:11]=[CH:12][CH:13]=[CH:14][C:8]=3[N:7]([C:15]([C:17]3[CH:22]=[CH:21][C:20]([C:23]4[CH:28]=[CH:27][CH:26]=[CH:25][C:24]=4[CH3:29])=[C:19]([CH3:30])[CH:18]=3)=[O:16])[CH2:6][C:5]=12.CN(C)C1C=CC=CC=1.[Cl:40][C:41]([Cl:46])([Cl:45])[C:42](Cl)=[O:43]. Product: [Cl:40][C:41]([Cl:46])([Cl:45])[C:42]([C:3]1[N:4]2[C:5]([CH2:6][N:7]([C:15]([C:17]3[CH:22]=[CH:21][C:20]([C:23]4[CH:28]=[CH:27][CH:26]=[CH:25][C:24]=4[CH3:29])=[C:19]([CH3:30])[CH:18]=3)=[O:16])[C:8]3[CH:14]=[CH:13][CH:12]=[CH:11][C:9]=3[CH2:10]2)=[CH:1][CH:2]=1)=[O:43]. The catalyst class is: 4. (3) Reactant: [NH:1]1[C:9]2[C:4](=[CH:5][CH:6]=[CH:7][N:8]=2)[CH:3]=[CH:2]1.[Cl:10][C:11]1[CH:27]=[CH:26][C:14]([CH2:15][O:16][C:17]2[CH:24]=[CH:23][C:20]([CH:21]=[O:22])=[CH:19][C:18]=2[F:25])=[CH:13][CH:12]=1.[OH-].[K+].O. Product: [Cl:10][C:11]1[CH:27]=[CH:26][C:14]([CH2:15][O:16][C:17]2[CH:24]=[CH:23][C:20]([CH:21]([C:3]3[C:4]4[C:9](=[N:8][CH:7]=[CH:6][CH:5]=4)[NH:1][CH:2]=3)[OH:22])=[CH:19][C:18]=2[F:25])=[CH:13][CH:12]=1. The catalyst class is: 5. (4) Reactant: C([Li])CCC.[C:6](#[N:8])[CH3:7].[CH3:9][CH:10]([CH3:18])[CH2:11][CH2:12][C:13](OCC)=[O:14].Cl. Product: [CH3:9][CH:10]([CH3:18])[CH2:11][CH2:12][C:13](=[O:14])[CH2:7][C:6]#[N:8]. The catalyst class is: 7. (5) Reactant: Cl.[CH3:2][NH:3][CH2:4][C@H:5]1[CH2:10][CH2:9][C@H:8]([C:11]([OH:13])=[O:12])[CH2:7][CH2:6]1.CCN(C(C)C)C(C)C.Br[C:24]1[N:29]=[CH:28][C:27]([Br:30])=[CH:26][N:25]=1. Product: [Br:30][C:27]1[CH:26]=[N:25][C:24]([N:3]([CH2:4][C@H:5]2[CH2:10][CH2:9][C@H:8]([C:11]([OH:13])=[O:12])[CH2:7][CH2:6]2)[CH3:2])=[N:29][CH:28]=1. The catalyst class is: 44. (6) Reactant: [NH2:1][C:2]1[S:3][CH:4]=[C:5]([CH2:7][C:8]([NH2:10])=O)[N:6]=1.P(Cl)(Cl)(Cl)=O. Product: [NH2:1][C:2]1[S:3][CH:4]=[C:5]([CH2:7][C:8]#[N:10])[N:6]=1. The catalyst class is: 3. (7) Reactant: CCOC(/N=N/C(OCC)=O)=O.O[C@@H:14]1[CH2:18][CH2:17][O:16][CH2:15]1.[O:19]=[C:20]1[C:28]2[C:23](=[CH:24][CH:25]=[CH:26][CH:27]=2)[C:22](=[O:29])[N:21]1[NH:30][C:31](=[O:37])[O:32][C:33]([CH3:36])([CH3:35])[CH3:34].C1(P(C2C=CC=CC=2)C2C=CC=CC=2)C=CC=CC=1. Product: [O:29]=[C:22]1[C:23]2[C:28](=[CH:27][CH:26]=[CH:25][CH:24]=2)[C:20](=[O:19])[N:21]1[N:30]([C@H:14]1[CH2:18][CH2:17][O:16][CH2:15]1)[C:31](=[O:37])[O:32][C:33]([CH3:35])([CH3:34])[CH3:36]. The catalyst class is: 1. (8) Reactant: C([Mg]Br)C.[Cl:5][C:6]1[N:20]=[CH:19][C:9]2[C:10]3[N:11]([CH:15]=[C:16](I)[N:17]=3)[CH2:12][CH2:13][O:14][C:8]=2[CH:7]=1.CN(C)[CH:23]=[O:24]. Product: [Cl:5][C:6]1[N:20]=[CH:19][C:9]2[C:10]3[N:11]([CH:15]=[C:16]([CH:23]=[O:24])[N:17]=3)[CH2:12][CH2:13][O:14][C:8]=2[CH:7]=1. The catalyst class is: 7.